Dataset: Forward reaction prediction with 1.9M reactions from USPTO patents (1976-2016). Task: Predict the product of the given reaction. (1) Given the reactants [CH:1]([C:3]1[CH:4]=[C:5]([O:10][CH2:11][C:12]2[CH:13]=[C:14]([CH:17]=[CH:18][CH:19]=2)[C:15]#[N:16])[C:6]([CH3:9])=[N:7][CH:8]=1)=O.[NH2:20][C:21]1[CH:28]=[CH:27][C:24]([C:25]#[N:26])=[CH:23][CH:22]=1, predict the reaction product. The product is: [C:15]([C:14]1[CH:13]=[C:12]([CH:19]=[CH:18][CH:17]=1)[CH2:11][O:10][C:5]1[CH:4]=[C:3]([CH2:1][NH:20][C:21]2[CH:28]=[CH:27][C:24]([C:25]#[N:26])=[CH:23][CH:22]=2)[CH:8]=[N:7][C:6]=1[CH3:9])#[N:16]. (2) The product is: [O:3]=[C:4]1[CH2:8][CH2:7][CH2:6][C:5]1([CH2:20][C:21]1[CH:22]=[N:23][CH:24]=[CH:25][CH:26]=1)[C:9]([O:11][CH2:12][C:13]1[CH:18]=[CH:17][CH:16]=[CH:15][CH:14]=1)=[O:10]. Given the reactants [H-].[K+].[O:3]=[C:4]1[CH2:8][CH2:7][CH2:6][CH:5]1[C:9]([O:11][CH2:12][C:13]1[CH:18]=[CH:17][CH:16]=[CH:15][CH:14]=1)=[O:10].Cl[CH2:20][C:21]1[CH:22]=[N:23][CH:24]=[CH:25][CH:26]=1, predict the reaction product. (3) Given the reactants [C:1]([O:5][C:6]([N:8]1[CH2:13][CH2:12][CH2:11][CH2:10][C@H:9]1[C:14]([OH:16])=O)=[O:7])([CH3:4])([CH3:3])[CH3:2].C(Cl)(=O)OCC(C)C.[NH2:25][C:26]1[CH:30]=[C:29]([Br:31])[S:28][C:27]=1[C:32]([NH2:34])=[O:33].C(=O)([O-])O.[Na+], predict the reaction product. The product is: [Br:31][C:29]1[S:28][C:27]([C:32](=[O:33])[NH2:34])=[C:26]([NH:25][C:14]([C@@H:9]2[CH2:10][CH2:11][CH2:12][CH2:13][N:8]2[C:6]([O:5][C:1]([CH3:2])([CH3:3])[CH3:4])=[O:7])=[O:16])[CH:30]=1. (4) Given the reactants Br[CH:2]1[CH2:6][CH2:5][CH2:4][CH2:3]1.[O:7]=[CH:8][C:9]1[CH:17]=[CH:16][C:14]([OH:15])=[C:11]([O:12][CH3:13])[CH:10]=1.C(=O)([O-])[O-].[K+].[K+], predict the reaction product. The product is: [CH:2]1([O:15][C:14]2[CH:16]=[CH:17][C:9]([CH:8]=[O:7])=[CH:10][C:11]=2[O:12][CH3:13])[CH2:6][CH2:5][CH2:4][CH2:3]1. (5) Given the reactants [CH2:1]([O:8][C:9]1[CH:14]=[CH:13][CH:12]=[C:11]([OH:15])[C:10]=1[C:16](=[O:18])[CH3:17])[C:2]1[CH:7]=[CH:6][CH:5]=[CH:4][CH:3]=1.[C:19]([O:23][C:24](=[O:31])[NH:25][CH2:26][CH2:27][CH2:28][CH2:29]I)([CH3:22])([CH3:21])[CH3:20].C([O-])([O-])=O.[K+].[K+].O, predict the reaction product. The product is: [C:19]([O:23][C:24](=[O:31])[NH:25][CH2:26][CH2:27][CH2:28][CH2:29][O:15][C:11]1[CH:12]=[CH:13][CH:14]=[C:9]([O:8][CH2:1][C:2]2[CH:3]=[CH:4][CH:5]=[CH:6][CH:7]=2)[C:10]=1[C:16](=[O:18])[CH3:17])([CH3:22])([CH3:21])[CH3:20]. (6) Given the reactants Cl[C:2]1[N:11]=[CH:10][C:9]2[N:8]([CH3:12])[C:7](=[O:13])[C@@H:6]([CH2:14][CH3:15])[N:5]([CH:16]3[CH2:20][CH2:19][CH2:18][CH2:17]3)[C:4]=2[N:3]=1.[F:21][C:22]1[CH:23]=[CH:24][C:25]([C:28]2[NH:29][CH:30]=[CH:31][N:32]=2)=[N:26][CH:27]=1, predict the reaction product. The product is: [CH:16]1([N:5]2[C:4]3[N:3]=[C:2]([N:29]4[CH:30]=[CH:31][N:32]=[C:28]4[C:25]4[CH:24]=[CH:23][C:22]([F:21])=[CH:27][N:26]=4)[N:11]=[CH:10][C:9]=3[N:8]([CH3:12])[C:7](=[O:13])[C@H:6]2[CH2:14][CH3:15])[CH2:20][CH2:19][CH2:18][CH2:17]1. (7) Given the reactants [F:1][C:2]1[CH:3]=[CH:4][C:5]([O:35]C)=[C:6]([C:8]2[N:13]=[CH:12][C:11]([O:14][CH2:15][C@@H:16]([NH2:24])[CH2:17][C:18]3[CH:23]=[CH:22][CH:21]=[CH:20][CH:19]=3)=[CH:10][C:9]=2[C:25]2[CH:26]=[C:27]3[C:31](=[CH:32][CH:33]=2)[NH:30][N:29]=[C:28]3[CH3:34])[CH:7]=1.B(Br)(Br)Br, predict the reaction product. The product is: [NH2:24][C@@H:16]([CH2:17][C:18]1[CH:19]=[CH:20][CH:21]=[CH:22][CH:23]=1)[CH2:15][O:14][C:11]1[CH:10]=[C:9]([C:25]2[CH:26]=[C:27]3[C:31](=[CH:32][CH:33]=2)[NH:30][N:29]=[C:28]3[CH3:34])[C:8]([C:6]2[CH:7]=[C:2]([F:1])[CH:3]=[CH:4][C:5]=2[OH:35])=[N:13][CH:12]=1. (8) The product is: [CH:1]1([CH2:7][C:8]2[N:9]=[N:10][N:11]([C@@H:13]3[C@H:17]4[O:18][CH2:19][C@H:20]([NH:21][C:27]([C:26]5[NH:22][CH:23]=[N:24][CH:25]=5)=[O:28])[C@H:16]4[O:15][CH2:14]3)[CH:12]=2)[CH2:2][CH2:3][CH2:4][CH2:5][CH2:6]1. Given the reactants [CH:1]1([CH2:7][C:8]2[N:9]=[N:10][N:11]([C@@H:13]3[C@H:17]4[O:18][CH2:19][C@H:20]([NH2:21])[C@H:16]4[O:15][CH2:14]3)[CH:12]=2)[CH2:6][CH2:5][CH2:4][CH2:3][CH2:2]1.[NH:22]1[C:26]([C:27](O)=[O:28])=[CH:25][N:24]=[CH:23]1, predict the reaction product. (9) Given the reactants [CH3:1][O:2][CH2:3][C:4]#[C:5][C:6]1[CH:15]=[CH:14][CH:13]=[CH:12][C:7]=1[C:8]([O:10]C)=O.Cl.[CH3:17][NH:18][O:19][CH3:20].[Li]CCCC, predict the reaction product. The product is: [CH3:17][N:18]([O:19][CH3:20])[C:8](=[O:10])[C:7]1[CH:12]=[CH:13][CH:14]=[CH:15][C:6]=1[C:5]#[C:4][CH2:3][O:2][CH3:1]. (10) Given the reactants Br.Br.[CH2:3]1[C:9]2[CH:10]=[CH:11][C:12]([NH2:14])=[CH:13][C:8]=2[CH2:7][CH2:6][NH:5][CH2:4]1.[OH-:15].[Na+].[C:17]1([CH3:29])[CH:22]=[CH:21][CH:20]=[C:19]([S:23]([N:26]=[C:27]=[O:28])(=[O:25])=[O:24])[CH:18]=1.C(O[CH2:33][CH3:34])C, predict the reaction product. The product is: [CH3:29][C:17]1[CH:18]=[C:19]([S:23]([NH:26][C:27]([N:5]2[CH2:4][CH2:3][C:9]3[CH:10]=[CH:11][C:12]([NH:14][C:27](=[O:28])[NH:26][S:23]([C:19]4[CH:18]=[CH:17][CH:22]=[C:33]([CH3:34])[CH:20]=4)(=[O:24])=[O:15])=[CH:13][C:8]=3[CH2:7][CH2:6]2)=[O:28])(=[O:25])=[O:24])[CH:20]=[CH:21][CH:22]=1.